The task is: Predict the reactants needed to synthesize the given product.. This data is from Full USPTO retrosynthesis dataset with 1.9M reactions from patents (1976-2016). (1) Given the product [C:1]([O:5][C:6]([CH:7]1[NH:8][CH:9]([CH2:10][C:11]([CH3:14])([CH3:13])[CH3:12])[C:21]2([C:20]3[C:24](=[C:25]([F:26])[C:17]([Cl:16])=[CH:18][CH:19]=3)[NH:23][C:22]2=[O:27])[CH:28]1[C:29]1[CH:34]=[CH:33][CH:32]=[C:31]([Cl:35])[C:30]=1[F:36])=[O:15])([CH3:4])([CH3:3])[CH3:2], predict the reactants needed to synthesize it. The reactants are: [C:1]([O:5][C:6](=[O:15])[CH2:7]/[N:8]=[CH:9]/[CH2:10][C:11]([CH3:14])([CH3:13])[CH3:12])([CH3:4])([CH3:3])[CH3:2].[Cl:16][C:17]1[C:25]([F:26])=[C:24]2[C:20](/[C:21](=[CH:28]/[C:29]3[CH:34]=[CH:33][CH:32]=[C:31]([Cl:35])[C:30]=3[F:36])/[C:22](=[O:27])[NH:23]2)=[CH:19][CH:18]=1.C(N(CC)CC)C.C1CCN2C(=NCCC2)CC1. (2) Given the product [Br:3][C:4]1[CH:5]=[C:6]([CH:20]=[CH:21][CH:22]=1)[CH2:7][N:8]([CH3:19])[CH2:9][CH:10]([C:12]1[CH:13]=[CH:14][C:15]([CH3:18])=[CH:16][CH:17]=1)[OH:11], predict the reactants needed to synthesize it. The reactants are: [BH4-].[Na+].[Br:3][C:4]1[CH:5]=[C:6]([CH:20]=[CH:21][CH:22]=1)[CH2:7][N:8]([CH3:19])[CH2:9][C:10]([C:12]1[CH:17]=[CH:16][C:15]([CH3:18])=[CH:14][CH:13]=1)=[O:11]. (3) Given the product [C:1]([C@H:5]1[CH2:6][CH2:7][C@H:8]([O:11][C:12]2[CH:13]=[C:14]3[C:19](=[CH:20][CH:21]=2)[CH2:18][CH:17]([CH:22]=[O:23])[CH2:16][CH2:15]3)[CH2:9][CH2:10]1)([CH3:4])([CH3:2])[CH3:3], predict the reactants needed to synthesize it. The reactants are: [C:1]([C@H:5]1[CH2:10][CH2:9][C@H:8]([O:11][C:12]2[CH:13]=[C:14]3[C:19](=[CH:20][CH:21]=2)[CH2:18][CH:17]([CH2:22][OH:23])[CH2:16][CH2:15]3)[CH2:7][CH2:6]1)([CH3:4])([CH3:3])[CH3:2].C(Cl)Cl.CC(OI1(OC(C)=O)(OC(C)=O)OC(=O)C2C=CC=CC1=2)=O. (4) Given the product [CH3:1][O:2][C:3]1[N:8]=[CH:7][C:6]([CH2:9][OH:10])=[CH:5][CH:4]=1, predict the reactants needed to synthesize it. The reactants are: [CH3:1][O:2][C:3]1[N:8]=[CH:7][C:6]([C:9](OC)=[O:10])=[CH:5][CH:4]=1.[H-].[Al+3].[Li+].[H-].[H-].[H-]. (5) Given the product [F:1][C:2]1[CH:3]=[CH:4][CH:5]=[C:6]2[C:10]=1[N:9]([C@@H:24]([C:19]1[CH:20]=[C:21]([F:23])[CH:22]=[C:17]([F:16])[CH:18]=1)[C@H:25]([OH:26])[CH2:27][OH:28])[C:8](=[O:11])[C:7]2([CH3:13])[CH3:12], predict the reactants needed to synthesize it. The reactants are: [F:1][C:2]1[CH:3]=[CH:4][CH:5]=[C:6]2[C:10]=1[NH:9][C:8](=[O:11])[C:7]2([CH3:13])[CH3:12].[H-].[Na+].[F:16][C:17]1[CH:18]=[C:19]([C@H:24]2[O:26][C@@H:25]2[CH2:27][OH:28])[CH:20]=[C:21]([F:23])[CH:22]=1.[Na].N1C2C(=CC=CC=2)CC1=O. (6) Given the product [C:1]([NH:9][C:10]1[S:11][C:12]([C:16]([Cl:22])=[O:18])=[C:13]([CH3:15])[N:14]=1)(=[O:8])[C:2]1[CH:7]=[CH:6][CH:5]=[CH:4][CH:3]=1, predict the reactants needed to synthesize it. The reactants are: [C:1]([NH:9][C:10]1[S:11][C:12]([C:16]([OH:18])=O)=[C:13]([CH3:15])[N:14]=1)(=[O:8])[C:2]1[CH:7]=[CH:6][CH:5]=[CH:4][CH:3]=1.C(Cl)(=O)C([Cl:22])=O. (7) Given the product [Br:1][C:2]1[CH:3]=[CH:4][C:5]([CH2:8][CH2:9][Br:12])=[CH:6][N:7]=1, predict the reactants needed to synthesize it. The reactants are: [Br:1][C:2]1[N:7]=[CH:6][C:5]([CH2:8][CH2:9]O)=[CH:4][CH:3]=1.P(Br)(Br)[Br:12]. (8) Given the product [Cl:9][C:6]1[C:7]([NH2:8])=[C:2]([NH:13][CH:10]2[CH2:12][CH2:11]2)[N:3]=[N:4][CH:5]=1, predict the reactants needed to synthesize it. The reactants are: Cl[C:2]1[N:3]=[N:4][CH:5]=[C:6]([Cl:9])[C:7]=1[NH2:8].[CH:10]1([NH2:13])[CH2:12][CH2:11]1.